Dataset: Peptide-MHC class II binding affinity with 134,281 pairs from IEDB. Task: Regression. Given a peptide amino acid sequence and an MHC pseudo amino acid sequence, predict their binding affinity value. This is MHC class II binding data. (1) The peptide sequence is AAYKLAYKTAEGATP. The MHC is HLA-DQA10102-DQB10602 with pseudo-sequence HLA-DQA10102-DQB10602. The binding affinity (normalized) is 0.153. (2) The peptide sequence is EHYTVLFSDLANSHQ. The MHC is DRB1_0401 with pseudo-sequence DRB1_0401. The binding affinity (normalized) is 0.904.